This data is from Forward reaction prediction with 1.9M reactions from USPTO patents (1976-2016). The task is: Predict the product of the given reaction. (1) Given the reactants [CH2:1]([C:4]1[C:12]([OH:13])=[CH:11][CH:10]=[C:9]2[C:5]=1[CH2:6][CH2:7][C:8]2=[O:14])[CH:2]=[CH2:3].[N:15]1(C[C@@H](C2C=CC=CC=2)O)[CH:19]=[CH:18][N:17]=[CH:16]1.[C:42]1(P([C:42]2[CH:47]=[CH:46][CH:45]=[CH:44][CH:43]=2)[C:42]2[CH:47]=[CH:46][CH:45]=[CH:44][CH:43]=2)[CH:47]=[CH:46][CH:45]=[CH:44][CH:43]=1.[CH3:48][CH2:49]OC(/N=N/C(OCC)=O)=O, predict the reaction product. The product is: [NH:17]1[CH:18]=[CH:19][N:15]=[C:16]1[CH2:48][C@@H:49]([C:42]1[CH:43]=[CH:44][CH:45]=[CH:46][CH:47]=1)[O:13][C:12]1[C:4]([CH2:1][CH:2]=[CH2:3])=[C:5]2[C:9](=[CH:10][CH:11]=1)[C:8](=[O:14])[CH2:7][CH2:6]2. (2) Given the reactants Br[C:2]1[CH:3]=[N:4][CH:5]=[C:6]([CH2:8][N:9]2[CH2:13][CH2:12][CH2:11][CH2:10]2)[CH:7]=1.[C:14]([Si:16]([CH3:19])([CH3:18])[CH3:17])#[CH:15].C(N(C(C)C)CC)(C)C, predict the reaction product. The product is: [N:9]1([CH2:8][C:6]2[CH:5]=[N:4][CH:3]=[C:2]([C:15]#[C:14][Si:16]([CH3:19])([CH3:18])[CH3:17])[CH:7]=2)[CH2:13][CH2:12][CH2:11][CH2:10]1. (3) Given the reactants [CH:1]([C:4]1[CH:9]=[CH:8][C:7]([C:10]2[N:15]=[C:14]([C:16]3[CH:17]=[C:18]([CH:24]=[CH:25][CH:26]=3)[C:19]([O:21]CC)=[O:20])[CH:13]=[CH:12][CH:11]=2)=[CH:6][CH:5]=1)([CH3:3])[CH3:2].O.[OH-].[Li+].Cl, predict the reaction product. The product is: [CH:1]([C:4]1[CH:5]=[CH:6][C:7]([C:10]2[N:15]=[C:14]([C:16]3[CH:17]=[C:18]([CH:24]=[CH:25][CH:26]=3)[C:19]([OH:21])=[O:20])[CH:13]=[CH:12][CH:11]=2)=[CH:8][CH:9]=1)([CH3:3])[CH3:2]. (4) Given the reactants [Cl:1][C:2]1[CH:7]=[CH:6][C:5]([C@H:8]2[CH2:13][C@H:12]([S:14]([C:17]3[CH:22]=[C:21]([C:23]([F:26])([F:25])[F:24])[CH:20]=[CH:19][C:18]=3[CH3:27])(=[O:16])=[O:15])[CH2:11][CH2:10][O:9]2)=[CH:4][CH:3]=1.[CH3:28]C([O-])(C)C.[K+].CI, predict the reaction product. The product is: [Cl:1][C:2]1[CH:7]=[CH:6][C:5]([CH:8]2[CH2:13][CH:12]([S:14]([C:17]3[CH:22]=[C:21]([C:23]([F:24])([F:26])[F:25])[CH:20]=[CH:19][C:18]=3[CH2:27][CH3:28])(=[O:15])=[O:16])[CH2:11][CH2:10][O:9]2)=[CH:4][CH:3]=1. (5) The product is: [F:21][C:18]1[CH:19]=[CH:20][C:15]2[O:14][CH:13]=[C:12]([CH2:11][CH2:10][OH:9])[C:16]=2[CH:17]=1. Given the reactants [H-].[H-].[H-].[H-].[Li+].[Al+3].C([O:9][C:10](=O)[CH2:11][C:12]1[C:16]2[CH:17]=[C:18]([F:21])[CH:19]=[CH:20][C:15]=2[O:14][CH:13]=1)C, predict the reaction product.